This data is from Full USPTO retrosynthesis dataset with 1.9M reactions from patents (1976-2016). The task is: Predict the reactants needed to synthesize the given product. (1) Given the product [Cl:34][C:28]1[CH:29]=[C:30]([Cl:33])[CH:31]=[CH:32][C:27]=1[C:20]1[N:19]=[C:18]([O:11][CH2:10][CH2:9][NH:8][C:6]2[N:7]=[C:2]([NH2:1])[C:3]([N+:12]([O-:14])=[O:13])=[CH:4][CH:5]=2)[N:23]2[CH:24]=[CH:25][N:26]=[C:22]2[CH:21]=1, predict the reactants needed to synthesize it. The reactants are: [NH2:1][C:2]1[N:7]=[C:6]([NH:8][CH2:9][CH2:10][OH:11])[CH:5]=[CH:4][C:3]=1[N+:12]([O-:14])=[O:13].[H-].[Na+].Cl[C:18]1[N:23]2[CH:24]=[CH:25][N:26]=[C:22]2[CH:21]=[C:20]([C:27]2[CH:32]=[CH:31][C:30]([Cl:33])=[CH:29][C:28]=2[Cl:34])[N:19]=1.C(O)(=O)C. (2) Given the product [O:15]=[C:11]1[C:12]2[C:8](=[CH:7][C:6]([N:5]([CH2:32][C:33]3[S:34][CH:35]=[CH:36][CH:37]=3)[S:2]([CH3:1])(=[O:3])=[O:4])=[CH:14][CH:13]=2)[C:9](=[O:24])[N:10]1[CH2:16][C:17]([O:19][C:20]([CH3:21])([CH3:23])[CH3:22])=[O:18], predict the reactants needed to synthesize it. The reactants are: [CH3:1][S:2]([NH:5][C:6]1[CH:7]=[C:8]2[C:12](=[CH:13][CH:14]=1)[C:11](=[O:15])[N:10]([CH2:16][C:17]([O:19][C:20]([CH3:23])([CH3:22])[CH3:21])=[O:18])[C:9]2=[O:24])(=[O:4])=[O:3].C([O-])([O-])=O.[K+].[K+].Cl[CH2:32][C:33]1[S:34][CH:35]=[CH:36][CH:37]=1. (3) Given the product [CH3:20][O:21][C:22]1[CH:23]=[CH:24][C:25]([C:28]2[C:33]([CH3:34])=[C:32]([C:35]([F:37])([F:36])[F:38])[N:31]3[N:39]=[CH:40][C:41]([C:42]([N:44]4[CH2:49][CH2:48][N:47]([C@H:2]([C:4]5[CH:8]=[CH:7][N:6]([CH3:9])[N:5]=5)[CH3:1])[CH2:46][C@H:45]4[CH3:50])=[O:43])=[C:30]3[N:29]=2)=[CH:26][CH:27]=1, predict the reactants needed to synthesize it. The reactants are: [CH3:1][C@H:2]([C:4]1[CH:8]=[CH:7][N:6]([CH3:9])[N:5]=1)O.CS(Cl)(=O)=O.S([O-])(=O)(=O)C.[CH3:20][O:21][C:22]1[CH:27]=[CH:26][C:25]([C:28]2[C:33]([CH3:34])=[C:32]([C:35]([F:38])([F:37])[F:36])[N:31]3[N:39]=[CH:40][C:41]([C:42]([N:44]4[CH2:49][CH2:48][NH:47][CH2:46][C@H:45]4[CH3:50])=[O:43])=[C:30]3[N:29]=2)=[CH:24][CH:23]=1.